This data is from Reaction yield outcomes from USPTO patents with 853,638 reactions. The task is: Predict the reaction yield, written as a fraction of the theoretical maximum amount of product (1.0 means a 100% yield; for example, 0.34 means a 34% yield). (1) The reactants are [CH3:1][C:2]1[CH:7]=[CH:6][C:5]([S:8]([O:11][CH2:12][CH:13]2[CH2:17][C:16]3[CH:18]=[CH:19][CH:20]=[C:21](OS(C(F)(F)F)(=O)=O)[C:15]=3[O:14]2)(=[O:10])=[O:9])=[CH:4][CH:3]=1.[Cl:30][C:31]1[CH:32]=[C:33](B(O)O)[CH:34]=[CH:35][C:36]=1[F:37].P([O-])([O-])([O-])=O.[K+].[K+].[K+]. The catalyst is C1C=CC([P]([Pd]([P](C2C=CC=CC=2)(C2C=CC=CC=2)C2C=CC=CC=2)([P](C2C=CC=CC=2)(C2C=CC=CC=2)C2C=CC=CC=2)[P](C2C=CC=CC=2)(C2C=CC=CC=2)C2C=CC=CC=2)(C2C=CC=CC=2)C2C=CC=CC=2)=CC=1. The product is [CH3:1][C:2]1[CH:7]=[CH:6][C:5]([S:8]([O:11][CH2:12][CH:13]2[CH2:17][C:16]3[CH:18]=[CH:19][CH:20]=[C:21]([C:33]4[CH:34]=[CH:35][C:36]([F:37])=[C:31]([Cl:30])[CH:32]=4)[C:15]=3[O:14]2)(=[O:9])=[O:10])=[CH:4][CH:3]=1. The yield is 0.480. (2) The reactants are [OH:1][C:2]1[CH:10]=[C:9]([C:11]([F:14])([F:13])[F:12])[CH:8]=[CH:7][C:3]=1[C:4]([OH:6])=[O:5].Cl.S(=O)(=O)(O)O.[CH3:21]O. No catalyst specified. The product is [OH:1][C:2]1[CH:10]=[C:9]([C:11]([F:12])([F:13])[F:14])[CH:8]=[CH:7][C:3]=1[C:4]([O:6][CH3:21])=[O:5]. The yield is 0.730. (3) The reactants are C(/[N:14]=[CH:15]/[C:16]1[CH:25]=[C:24]2[C:19]([CH:20]=[CH:21][C:22]([C:26]3[CH:31]=[CH:30][CH:29]=[CH:28][CH:27]=3)=[N:23]2)=[CH:18][CH:17]=1)(C1C=CC=CC=1)C1C=CC=CC=1.Cl[C:33]1[C:38]([Cl:39])=[N:37][CH:36]=[CH:35][N:34]=1. The catalyst is C1COCC1. The yield is 0.810. The product is [Cl:39][C:38]1[C:33]([CH:15]([C:16]2[CH:25]=[C:24]3[C:19]([CH:20]=[CH:21][C:22]([C:26]4[CH:27]=[CH:28][CH:29]=[CH:30][CH:31]=4)=[N:23]3)=[CH:18][CH:17]=2)[NH2:14])=[N:34][CH:35]=[CH:36][N:37]=1. (4) The reactants are [F:1][C:2]1[CH:7]=[CH:6][C:5]([CH2:8][C:9]2[CH:18]=[C:17]3[C:12]([C:13]([OH:25])=[C:14]([C:20]([O:22][CH2:23][CH3:24])=[O:21])[C:15](=[O:19])[NH:16]3)=[N:11][CH:10]=2)=[CH:4][CH:3]=1.I[CH2:27][CH3:28]. The catalyst is O1CCCC1. The product is [CH2:27]([N:16]1[C:17]2[C:12](=[N:11][CH:10]=[C:9]([CH2:8][C:5]3[CH:6]=[CH:7][C:2]([F:1])=[CH:3][CH:4]=3)[CH:18]=2)[C:13]([OH:25])=[C:14]([C:20]([O:22][CH2:23][CH3:24])=[O:21])[C:15]1=[O:19])[CH3:28]. The yield is 0.950. (5) The reactants are [C:1](=O)([O-])[O-].[K+].[K+].IC.O1CCCC1.[CH3:14][NH:15][C:16]1[CH:21]=[CH:20][C:19]([C:22]2[S:23][C:24]3[CH:30]=[C:29]([O:31][CH2:32][CH2:33][F:34])[CH:28]=[CH:27][C:25]=3[CH:26]=2)=[CH:18][CH:17]=1. The yield is 0.460. The catalyst is O. The product is [CH3:14][N:15]([C:16]1[CH:17]=[CH:18][C:19]([C:22]2[S:23][C:24]3[CH:30]=[C:29]([O:31][CH2:32][CH2:33][F:34])[CH:28]=[CH:27][C:25]=3[CH:26]=2)=[CH:20][CH:21]=1)[CH3:1]. (6) The reactants are Cl[CH2:2][O:3][CH3:4].[Cl:5][C:6]1[CH:7]=[C:8]([N:16]([C:21]2[C:40]([CH:41]3[CH2:43][CH2:42]3)=[CH:39][C:24]3[C:25]([C:35]([NH:37][CH3:38])=[O:36])=[C:26]([C:28]4[CH:33]=[CH:32][C:31]([F:34])=[CH:30][CH:29]=4)[O:27][C:23]=3[CH:22]=2)[S:17]([CH3:20])(=[O:19])=[O:18])[CH:9]=[CH:10][C:11]=1[C:12]([CH2:14][OH:15])=[CH2:13].CCN(C(C)C)C(C)C. The catalyst is ClCCl. The product is [Cl:5][C:6]1[CH:7]=[C:8]([N:16]([C:21]2[C:40]([CH:41]3[CH2:42][CH2:43]3)=[CH:39][C:24]3[C:25]([C:35]([NH:37][CH3:38])=[O:36])=[C:26]([C:28]4[CH:33]=[CH:32][C:31]([F:34])=[CH:30][CH:29]=4)[O:27][C:23]=3[CH:22]=2)[S:17]([CH3:20])(=[O:19])=[O:18])[CH:9]=[CH:10][C:11]=1[C:12]([CH2:14][O:15][CH2:2][O:3][CH3:4])=[CH2:13]. The yield is 0.850. (7) The catalyst is C(Cl)(Cl)Cl. The yield is 0.750. The reactants are C[C:2](C1C=CC(O)=CC=1)([C:4]1[CH:5]=[CH:6][C:7]([OH:10])=CC=1)C.C=O.[NH2:20][CH2:21][CH2:22][CH2:23][Si](OCC)(OCC)OCC. The product is [O:10]1[C:7]2[CH:6]=[CH:5][CH:4]=[CH:2][C:23]=2[CH:22]=[CH:21][NH:20]1.